This data is from Reaction yield outcomes from USPTO patents with 853,638 reactions. The task is: Predict the reaction yield, written as a fraction of the theoretical maximum amount of product (1.0 means a 100% yield; for example, 0.34 means a 34% yield). (1) The reactants are [Cl:1][C:2]1[CH:7]=[CH:6][C:5]2[C:8]3([O:26][C:27](=[O:28])[C:4]=2[CH:3]=1)[CH:14](I)[CH2:13][NH:12][C:11](=[O:16])[C:10]1[S:17][C:18]([N:20]2[CH2:25][CH2:24][O:23][CH2:22][CH2:21]2)=[N:19][C:9]3=1.N(C(C)(C)C#N)=NC(C)(C)C#N.C([SnH](CCCC)CCCC)CCC. The catalyst is C1(C)C=CC=CC=1. The product is [Cl:1][C:2]1[CH:7]=[CH:6][C:5]2[C:8]3([O:26][C:27](=[O:28])[C:4]=2[CH:3]=1)[CH2:14][CH2:13][NH:12][C:11](=[O:16])[C:10]1[S:17][C:18]([N:20]2[CH2:21][CH2:22][O:23][CH2:24][CH2:25]2)=[N:19][C:9]3=1. The yield is 0.310. (2) The reactants are C([N:3]([CH2:6][CH3:7])CC)C.Br[CH2:9][C:10](N)=[O:11]. The catalyst is CN(C=O)C. The product is [CH3:9][CH2:10][O:11][CH2:6][CH3:7].[CH3:10][OH:11].[OH-:11].[NH4+:3]. The yield is 0.480. (3) The yield is 0.220. The product is [Br:1][C:2]1[C:7]([O:8][CH3:9])=[CH:6][C:5]([C:10]2[CH:14]=[CH:13][N:12]([C:20](=[O:21])[CH:19]([O:18][CH3:17])[C:23]3[CH:24]=[CH:25][C:26]([N:29]4[CH2:30][CH2:31][O:32][CH2:33][CH2:34]4)=[CH:27][CH:28]=3)[N:11]=2)=[CH:4][C:3]=1[O:15][CH3:16]. The reactants are [Br:1][C:2]1[C:7]([O:8][CH3:9])=[CH:6][C:5]([C:10]2[CH:14]=[CH:13][NH:12][N:11]=2)=[CH:4][C:3]=1[O:15][CH3:16].[CH3:17][O:18][CH:19]([C:23]1[CH:28]=[CH:27][C:26]([N:29]2[CH2:34][CH2:33][O:32][CH2:31][CH2:30]2)=[CH:25][CH:24]=1)[C:20](O)=[O:21]. No catalyst specified.